Dataset: TAP: 5 developability metrics (CDR length, charge patches, hydrophobicity). Task: Multi-output Regression. Predict 5 antibody developability metrics. The antibody is ["['QVQLQESGPGLVKPSQTLSLTCTVSGGSISSGEYYWNWIRQHPGKGLEWIGYIYYSGSTYYNPSLKSRVTISVDTSKNQFSLKLSSVTAADTAVYYCARESVAGFDYWGQGTLVTVSS'\\n 'EIVLTQSPGTLSLSPGERATLSCRASQSVSSSYLAWYQQKPGQAPRLLIYGTSSRATGIPDRFSGSGSGTDFTLTISRLEPEDFAVYYCQQYGSSPITFGQGTRLEIK']"]. Developability metrics: CDR_Length=46.0, PSH=131, PPC=0, PNC=0.197, SFvCSP=4.20.